Dataset: Peptide-MHC class I binding affinity with 185,985 pairs from IEDB/IMGT. Task: Regression. Given a peptide amino acid sequence and an MHC pseudo amino acid sequence, predict their binding affinity value. This is MHC class I binding data. (1) The peptide sequence is DLENRCQSL. The MHC is HLA-A02:06 with pseudo-sequence HLA-A02:06. The binding affinity (normalized) is 0. (2) The peptide sequence is SVHQFFWFQ. The MHC is HLA-A80:01 with pseudo-sequence HLA-A80:01. The binding affinity (normalized) is 0.298. (3) The peptide sequence is QPLQQYPL. The MHC is HLA-B07:02 with pseudo-sequence HLA-B07:02. The binding affinity (normalized) is 0.164.